This data is from Catalyst prediction with 721,799 reactions and 888 catalyst types from USPTO. The task is: Predict which catalyst facilitates the given reaction. (1) Reactant: [OH:1][CH2:2][CH:3]1[CH2:8][CH2:7][CH2:6][CH2:5][N:4]1[CH2:9][CH2:10][O:11][C:12]1[CH:17]=[CH:16][C:15]([OH:18])=[CH:14][CH:13]=1.C(OC1C=CC(OCC[N:34]2C[CH2:38][CH2:37][CH2:36][CH:35]2CO)=CC=1)C1C=CC=CC=1.C(O)C.[C:47]([O:50][CH2:51][CH3:52])(=O)C. Product: [O:50]1[C:51]2[CH:52]=[CH:38][CH:37]=[CH:36][C:35]=2[N:34]=[C:47]1[O:18][C:15]1[CH:14]=[CH:13][C:12]([O:11][CH2:10][CH2:9][N:4]2[CH2:5][CH2:6][CH2:7][CH2:8][CH:3]2[CH2:2][OH:1])=[CH:17][CH:16]=1. The catalyst class is: 45. (2) Reactant: O[N:2]=[C:3]([Cl:14])[C@H:4]1[CH2:8][O:7][C:6]2([CH2:13][CH2:12][CH2:11][CH2:10][CH2:9]2)[O:5]1.CS(Cl)(=O)=O.C(N(C(C)C)C(C)C)C. Product: [O:5]1[C:6]2([CH2:13][CH2:12][CH2:11][CH2:10][CH2:9]2)[O:7][CH2:8][CH:4]1[C:3]([Cl:14])=[NH:2]. The catalyst class is: 1. (3) Reactant: [NH2:1][C:2]1[N:7]=[C:6](Cl)[C:5]([CH2:9][C:10]([O:12]CC)=O)=[C:4]([Cl:15])[N:3]=1.[N:16]1[CH:21]=[CH:20][C:19]([CH2:22][NH2:23])=[CH:18][CH:17]=1.CCN(C(C)C)C(C)C. Product: [NH2:1][C:2]1[N:3]=[C:4]([Cl:15])[C:5]2[CH2:9][C:10](=[O:12])[N:23]([CH2:22][C:19]3[CH:20]=[CH:21][N:16]=[CH:17][CH:18]=3)[C:6]=2[N:7]=1. The catalyst class is: 114. (4) Reactant: [N:1]1[CH:6]=[CH:5][C:4]([C:7]2[CH:12]=[CH:11][C:10]([NH:13][C:14]([NH2:16])=[S:15])=[CH:9][CH:8]=2)=[CH:3][CH:2]=1.Br[CH:18]1[CH2:23][CH2:22][CH2:21][CH:20]([C:24]2[CH:29]=[CH:28][CH:27]=[CH:26][CH:25]=2)[C:19]1=O. Product: [C:20]1([CH:24]2[C:25]3[N:16]=[C:14]([NH:13][C:10]4[CH:9]=[CH:8][C:7]([C:4]5[CH:3]=[CH:2][N:1]=[CH:6][CH:5]=5)=[CH:12][CH:11]=4)[S:15][C:26]=3[CH2:27][CH2:28][CH2:29]2)[CH:21]=[CH:22][CH:23]=[CH:18][CH:19]=1. The catalyst class is: 8. (5) Reactant: [C:1]([N:5]1[CH2:10][CH2:9][N:8]([C:11](OC(C)(C)C)=[O:12])[C@@H:7]([C:18]([N:20]2[CH2:25][CH2:24][NH:23][CH2:22][CH2:21]2)=[O:19])[CH2:6]1)([CH3:4])([CH3:3])[CH3:2].[Cl:26][C:27]1[CH:32]=[CH:31][C:30]([NH:33][C:34](=O)[O:35]C2C=CC=CC=2)=[CH:29][C:28]=1[F:43]. The catalyst class is: 2. Product: [NH3:5].[CH3:11][OH:12].[C:1]([N:5]1[CH2:10][CH2:9][NH:8][C@@H:7]([C:18]([N:20]2[CH2:25][CH2:24][N:23]([C:34]([NH:33][C:30]3[CH:31]=[CH:32][C:27]([Cl:26])=[C:28]([F:43])[CH:29]=3)=[O:35])[CH2:22][CH2:21]2)=[O:19])[CH2:6]1)([CH3:2])([CH3:4])[CH3:3]. (6) Reactant: [C:1]([O:5][C:6]([N:8]1[CH2:13][CH:12]=[C:11]([O:14][Si](C)(C)C)[CH2:10][CH2:9]1)=[O:7])([CH3:4])([CH3:3])[CH3:2].[B-](F)(F)(F)[F:20].[B-](F)(F)(F)F.C1[N+]2(CCl)CC[N+](F)(CC2)C1.C(=O)(O)[O-].[Na+].C(OCC)(=O)C. Product: [C:1]([O:5][C:6]([N:8]1[CH2:13][CH2:12][C:11](=[O:14])[CH:10]([F:20])[CH2:9]1)=[O:7])([CH3:4])([CH3:3])[CH3:2]. The catalyst class is: 10.